This data is from Reaction yield outcomes from USPTO patents with 853,638 reactions. The task is: Predict the reaction yield, written as a fraction of the theoretical maximum amount of product (1.0 means a 100% yield; for example, 0.34 means a 34% yield). (1) The reactants are I[C:2]1[C:10]2[C:5](=[N:6][CH:7]=[N:8][C:9]=2[NH2:11])[NH:4][N:3]=1.[O:12]1[C:16]2[CH:17]=[CH:18][C:19](B(O)O)=[CH:20][C:15]=2[CH2:14][CH2:13]1.C(=O)([O-])[O-].[Na+].[Na+]. The catalyst is CN(C=O)C.C(O)C.O. The product is [O:12]1[C:16]2[CH:17]=[CH:18][C:19]([C:2]3[C:10]4[C:5](=[N:6][CH:7]=[N:8][C:9]=4[NH2:11])[NH:4][N:3]=3)=[CH:20][C:15]=2[CH2:14][CH2:13]1. The yield is 0.290. (2) The reactants are [Cl:1][C:2]1[CH:3]=[C:4]2[C:9](=[CH:10][CH:11]=1)[NH:8][CH2:7][CH:6]([NH:12][C:13](=[O:19])[O:14][C:15]([CH3:18])([CH3:17])[CH3:16])[CH2:5]2.[CH:20](=O)[C:21]1[CH:26]=[CH:25][CH:24]=[CH:23][CH:22]=1.C(O[BH-](OC(=O)C)OC(=O)C)(=O)C.[Na+].CC(O)=O. The catalyst is ClCCCl.CCOC(C)=O. The product is [CH2:20]([N:8]1[C:9]2[C:4](=[CH:3][C:2]([Cl:1])=[CH:11][CH:10]=2)[CH2:5][CH:6]([NH:12][C:13](=[O:19])[O:14][C:15]([CH3:16])([CH3:18])[CH3:17])[CH2:7]1)[C:21]1[CH:26]=[CH:25][CH:24]=[CH:23][CH:22]=1. The yield is 0.800. (3) The reactants are [F:1][C:2]1[CH:7]=[CH:6][C:5]([C:8]2[C:12]([CH2:13][O:14][C:15]3[CH:23]=[CH:22][C:18]([C:19]([OH:21])=O)=[CH:17][N:16]=3)=[C:11]([CH3:24])[O:10][N:9]=2)=[CH:4][CH:3]=1.[CH:25]12[CH2:31][CH:29]([O:30]1)[CH2:28][NH:27][CH2:26]2. No catalyst specified. The product is [F:1][C:2]1[CH:3]=[CH:4][C:5]([C:8]2[C:12]([CH2:13][O:14][C:15]3[N:16]=[CH:17][C:18]([C:19]([N:27]4[CH2:26][C@@H:25]5[CH2:31][C@@H:29]([O:30]5)[CH2:28]4)=[O:21])=[CH:22][CH:23]=3)=[C:11]([CH3:24])[O:10][N:9]=2)=[CH:6][CH:7]=1. The yield is 0.220. (4) The reactants are [Cl:1][C:2]1[CH:3]=[N:4][CH:5]=[CH:6][C:7]=1[O:8][CH3:9].C1C=C(Cl)C=C(C(OO)=[O:18])C=1. The catalyst is C(Cl)Cl. The product is [Cl:1][C:2]1[CH:3]=[N+:4]([O-:18])[CH:5]=[CH:6][C:7]=1[O:8][CH3:9]. The yield is 0.790. (5) The reactants are [CH3:1][C:2]1[CH:3]=[C:4]([CH:8]=[CH:9][C:10]=1[C:11]([N:13]1[CH2:17][CH2:16][CH2:15][CH2:14]1)=[O:12])[C:5]([OH:7])=O.CN(C(ON1N=NC2C=CC=CC1=2)=[N+](C)C)C.[B-](F)(F)(F)F.C(N(C(C)C)CC)(C)C.[Cl:49][C:50]1[CH:67]=[CH:66][C:53]2[NH:54][C:55]([CH:57]([NH2:65])[C:58]3[CH:63]=[CH:62][C:61]([Cl:64])=[CH:60][CH:59]=3)=[N:56][C:52]=2[CH:51]=1.ClCl. The catalyst is CN(C)C=O.ClCCl.CO. The product is [Cl:49][C:50]1[CH:67]=[CH:66][C:53]2[NH:54][C:55]([CH:57]([C:58]3[CH:59]=[CH:60][C:61]([Cl:64])=[CH:62][CH:63]=3)[NH:65][C:5](=[O:7])[C:4]3[CH:8]=[CH:9][C:10]([C:11]([N:13]4[CH2:17][CH2:16][CH2:15][CH2:14]4)=[O:12])=[C:2]([CH3:1])[CH:3]=3)=[N:56][C:52]=2[CH:51]=1. The yield is 0.500. (6) The reactants are C([O:5][C:6]([C:8]1([S:14]([C:17]2[S:18][C:19]([C:22]3[CH:27]=[CH:26][C:25]([O:28][C:29]([F:34])([F:33])[CH:30]([F:32])[F:31])=[CH:24][CH:23]=3)=[CH:20][CH:21]=2)(=[O:16])=[O:15])[CH2:13][CH2:12][O:11][CH2:10][CH2:9]1)=[O:7])(C)(C)C.FC(F)(F)C(O)=O. The catalyst is ClCCl. The product is [F:34][C:29]([F:33])([O:28][C:25]1[CH:26]=[CH:27][C:22]([C:19]2[S:18][C:17]([S:14]([C:8]3([C:6]([OH:7])=[O:5])[CH2:9][CH2:10][O:11][CH2:12][CH2:13]3)(=[O:15])=[O:16])=[CH:21][CH:20]=2)=[CH:23][CH:24]=1)[CH:30]([F:32])[F:31]. The yield is 1.00. (7) The reactants are [Cl:1][C:2]1[C:3](F)=[CH:4][C:5]([F:29])=[C:6]([S:8]([N:11]([CH2:18][C:19]2[CH:24]=[CH:23][C:22]([O:25][CH3:26])=[CH:21][C:20]=2[O:27][CH3:28])[C:12]2[N:17]=[CH:16][CH:15]=[CH:14][N:13]=2)(=[O:10])=[O:9])[CH:7]=1.[N:31]1[CH:36]=[CH:35][C:34]([C:37]2[CH:38]=[C:39]([C:44]3[CH:49]=[CH:48][C:47]([C:50]([F:53])([F:52])[F:51])=[CH:46][CH:45]=3)[CH:40]=[CH:41][C:42]=2[OH:43])=[CH:33][N:32]=1.C(=O)([O-])[O-].[K+].[K+].[OH-].[Na+]. The catalyst is CS(C)=O. The product is [Cl:1][C:2]1[C:3]([O:43][C:42]2[CH:41]=[CH:40][C:39]([C:44]3[CH:45]=[CH:46][C:47]([C:50]([F:51])([F:52])[F:53])=[CH:48][CH:49]=3)=[CH:38][C:37]=2[C:34]2[CH:35]=[CH:36][N:31]=[N:32][CH:33]=2)=[CH:4][C:5]([F:29])=[C:6]([S:8]([N:11]([CH2:18][C:19]2[CH:24]=[CH:23][C:22]([O:25][CH3:26])=[CH:21][C:20]=2[O:27][CH3:28])[C:12]2[N:13]=[CH:14][CH:15]=[CH:16][N:17]=2)(=[O:10])=[O:9])[CH:7]=1. The yield is 1.00. (8) The reactants are [NH2:1][C@@H:2]([CH2:27][C:28]1[CH:33]=[CH:32][CH:31]=[CH:30][CH:29]=1)[C@@H:3]([OH:26])[CH2:4][C@@H:5]([NH:13][C:14]([C@@H:16]([NH:21][C:22](=[O:25])[O:23][CH3:24])[C@@H:17]([CH3:20])[CH2:18][CH3:19])=[O:15])[CH2:6][C:7]1[CH:12]=[CH:11][CH:10]=[CH:9][CH:8]=1.FC(F)(F)C(O)=O.[CH3:41][C@@H:42]([CH2:64][CH3:65])[C@H:43]([N:47]1[CH2:51][CH2:50][N:49]([CH2:52][C:53]2[C:62]3[C:57](=[CH:58][CH:59]=[CH:60][CH:61]=3)[N:56]=[CH:55][CH:54]=2)[C:48]1=[O:63])[C:44](O)=[O:45].CCN=C=NCCCN(C)C.C1C=CC2N(O)N=NC=2C=1.CN1CCOCC1. The catalyst is CN(C=O)C. The product is [CH2:6]([C@H:5]([NH:13][C:14]([C@@H:16]([NH:21][C:22](=[O:25])[O:23][CH3:24])[CH:17]([CH3:20])[CH2:18][CH3:19])=[O:15])[CH2:4][C@H:3]([OH:26])[C@@H:2]([NH:1][C:44](=[O:45])[C@@H:43]([N:47]1[CH2:51][CH2:50][N:49]([CH2:52][C:53]2[C:62]3[C:57](=[CH:58][CH:59]=[CH:60][CH:61]=3)[N:56]=[CH:55][CH:54]=2)[C:48]1=[O:63])[CH:42]([CH3:41])[CH2:64][CH3:65])[CH2:27][C:28]1[CH:29]=[CH:30][CH:31]=[CH:32][CH:33]=1)[C:7]1[CH:12]=[CH:11][CH:10]=[CH:9][CH:8]=1. The yield is 0.230.